This data is from Forward reaction prediction with 1.9M reactions from USPTO patents (1976-2016). The task is: Predict the product of the given reaction. (1) Given the reactants [F:1][C:2]1[CH:25]=[CH:24][C:5]([CH2:6][NH:7][C:8]([C:10]2[C:11](=[O:23])[C:12]3[S:19][C:18]([CH2:20]Cl)=[C:17]([CH3:22])[C:13]=3[N:14]([CH3:16])[CH:15]=2)=[O:9])=[CH:4][CH:3]=1.[CH3:26][NH:27][CH2:28][C@H:29]([C:31]1[CH:36]=[N:35][CH:34]=[CH:33][N:32]=1)[OH:30].C(N(C(C)C)CC)(C)C, predict the reaction product. The product is: [F:1][C:2]1[CH:25]=[CH:24][C:5]([CH2:6][NH:7][C:8]([C:10]2[C:11](=[O:23])[C:12]3[S:19][C:18]([CH2:20][N:27]([CH2:28][C@@H:29]([OH:30])[C:31]4[CH:36]=[N:35][CH:34]=[CH:33][N:32]=4)[CH3:26])=[C:17]([CH3:22])[C:13]=3[N:14]([CH3:16])[CH:15]=2)=[O:9])=[CH:4][CH:3]=1. (2) Given the reactants Cl.[C:2]([C:4]1([C:10]2[CH:15]=[CH:14][CH:13]=[CH:12][CH:11]=2)[CH2:9][CH2:8][NH:7][CH2:6][CH2:5]1)#[N:3].C1CCN2C(=NCCC2)CC1.[NH:27]1[C:35]2[C:30](=[CH:31][CH:32]=[CH:33][CH:34]=2)[C:29]([NH:36][C:37](=O)[O:38]CC)=[N:28]1, predict the reaction product. The product is: [NH:27]1[C:35]2[C:30](=[CH:31][CH:32]=[CH:33][CH:34]=2)[C:29]([NH:36][C:37]([N:7]2[CH2:6][CH2:5][C:4]([C:2]#[N:3])([C:10]3[CH:15]=[CH:14][CH:13]=[CH:12][CH:11]=3)[CH2:9][CH2:8]2)=[O:38])=[N:28]1. (3) Given the reactants Cl.[NH:2]([C:4]1[CH:12]=[CH:11][CH:10]=[CH:9][C:5]=1[C:6]([OH:8])=[O:7])[NH2:3].C(N(CC)CC)C.[CH3:20][O:21][C:22]1[CH:27]=[C:26]([C:28](=[N:32][C:33]2[CH:38]=[CH:37][C:36]([C:39]3[N:43]=[C:42]([CH3:44])[O:41][N:40]=3)=[CH:35][CH:34]=2)[C:29]([NH2:31])=S)[CH:25]=[C:24]([CH3:45])[N:23]=1.CN([CH:49]=[O:50])C, predict the reaction product. The product is: [CH3:20][O:21][C:22]1[CH:27]=[C:26]([CH:28]([NH:32][C:33]2[CH:38]=[CH:37][C:36]([C:39]3[N:43]=[C:42]([CH3:44])[O:41][N:40]=3)=[CH:35][CH:34]=2)[C:29]2[NH:31][C:49](=[O:50])[N:2]([C:4]3[CH:12]=[CH:11][CH:10]=[CH:9][C:5]=3[C:6]([OH:8])=[O:7])[N:3]=2)[CH:25]=[C:24]([CH3:45])[N:23]=1. (4) Given the reactants [Cl:1][C:2]1[C:3]([CH3:24])=[C:4]([CH2:8][NH:9][C:10]2[N:11]=[C:12]([N:18]3[CH2:23][CH2:22][O:21][CH2:20][CH2:19]3)[S:13][C:14]=2[C:15]([NH2:17])=[O:16])[CH:5]=[CH:6][CH:7]=1.[C:25]([O:28][C@@H:29]([CH3:33])[C:30](Cl)=O)(=[O:27])[CH3:26], predict the reaction product. The product is: [C:25]([O:28][C@H:29]([C:33]1[N:9]([CH2:8][C:4]2[CH:5]=[CH:6][CH:7]=[C:2]([Cl:1])[C:3]=2[CH3:24])[C:10]2[N:11]=[C:12]([N:18]3[CH2:19][CH2:20][O:21][CH2:22][CH2:23]3)[S:13][C:14]=2[C:15](=[O:16])[N:17]=1)[CH3:30])(=[O:27])[CH3:26].